This data is from Catalyst prediction with 721,799 reactions and 888 catalyst types from USPTO. The task is: Predict which catalyst facilitates the given reaction. (1) Reactant: [ClH:1].C(OC(=O)[NH:8][C@H:9]([CH3:17])[CH2:10][N:11]1[CH2:16][CH2:15][O:14][CH2:13][CH2:12]1)(C)(C)C. Product: [ClH:1].[CH3:17][C@@H:9]([NH2:8])[CH2:10][N:11]1[CH2:16][CH2:15][O:14][CH2:13][CH2:12]1. The catalyst class is: 346. (2) Reactant: [CH2:1]([N:8]1[C:14]2[CH:15]=[CH:16][CH:17]=[CH:18][C:13]=2[NH:12][C:11](=[O:19])[C@@H:10]([NH:20]C(=O)OC(C)(C)C)[CH2:9]1)[C:2]1[CH:7]=[CH:6][CH:5]=[CH:4][CH:3]=1.[ClH:28]. Product: [ClH:28].[NH2:20][C@@H:10]1[C:11](=[O:19])[NH:12][C:13]2[CH:18]=[CH:17][CH:16]=[CH:15][C:14]=2[N:8]([CH2:1][C:2]2[CH:3]=[CH:4][CH:5]=[CH:6][CH:7]=2)[CH2:9]1. The catalyst class is: 12. (3) Reactant: Cl.C(OC([N:9]1[CH2:14][CH2:13][C@:12]([C:16]2[CH:21]=[CH:20][C:19]([O:22][CH2:23][CH2:24][O:25][C:26]3[C:31]([Cl:32])=[CH:30][C:29]([CH3:33])=[CH:28][C:27]=3[Cl:34])=[CH:18][CH:17]=2)([OH:15])[C@H:11]([C:35](=[O:52])[N:36]([CH2:40][C:41]2[CH:46]=[C:45]([CH2:47][CH2:48][O:49][CH3:50])[CH:44]=[CH:43][C:42]=2[Cl:51])[CH:37]2[CH2:39][CH2:38]2)[CH2:10]1)=O)(C)(C)C. Product: [Cl:51][C:42]1[CH:43]=[CH:44][C:45]([CH2:47][CH2:48][O:49][CH3:50])=[CH:46][C:41]=1[CH2:40][N:36]([CH:37]1[CH2:39][CH2:38]1)[C:35]([C@@H:11]1[C@:12]([C:16]2[CH:21]=[CH:20][C:19]([O:22][CH2:23][CH2:24][O:25][C:26]3[C:27]([Cl:34])=[CH:28][C:29]([CH3:33])=[CH:30][C:31]=3[Cl:32])=[CH:18][CH:17]=2)([OH:15])[CH2:13][CH2:14][NH:9][CH2:10]1)=[O:52]. The catalyst class is: 2. (4) Reactant: B(Br)(Br)Br.C[O:6][C:7]1[CH:8]=[C:9]([CH:22]=[CH:23][CH:24]=1)[CH2:10][C:11]1[NH:12][C:13](=[O:21])[C:14]2[C:19]([CH:20]=1)=[CH:18][CH:17]=[CH:16][CH:15]=2.[OH-].[Na+]. Product: [OH:6][C:7]1[CH:8]=[C:9]([CH:22]=[CH:23][CH:24]=1)[CH2:10][C:11]1[NH:12][C:13](=[O:21])[C:14]2[C:19]([CH:20]=1)=[CH:18][CH:17]=[CH:16][CH:15]=2. The catalyst class is: 4.